Predict the product of the given reaction. From a dataset of Forward reaction prediction with 1.9M reactions from USPTO patents (1976-2016). (1) Given the reactants C(N(C(C)C)C(C)C)C.[CH3:10][C:11]1[C:15]([CH3:16])=[C:14]([N:17]([CH2:39][O:40][CH2:41][CH2:42][O:43][CH3:44])[S:18]([C:21]2[S:22][C:23]([CH3:38])=[CH:24][C:25]=2[C:26]2[CH:31]=[CH:30][C:29]([CH2:32][OH:33])=[CH:28][C:27]=2[CH2:34][O:35][CH2:36][CH3:37])(=[O:20])=[O:19])[O:13][N:12]=1.[CH3:45][S:46](Cl)(=[O:48])=[O:47], predict the reaction product. The product is: [CH3:10][C:11]1[C:15]([CH3:16])=[C:14]([N:17]([CH2:39][O:40][CH2:41][CH2:42][O:43][CH3:44])[S:18]([C:21]2[S:22][C:23]([CH3:38])=[CH:24][C:25]=2[C:26]2[CH:31]=[CH:30][C:29]([CH2:32][O:33][S:46]([CH3:45])(=[O:48])=[O:47])=[CH:28][C:27]=2[CH2:34][O:35][CH2:36][CH3:37])(=[O:20])=[O:19])[O:13][N:12]=1. (2) Given the reactants [CH3:1][N:2]1[CH2:7][CH2:6][NH:5][CH2:4][CH2:3]1.[Cl:8][C:9]1[CH:14]=[C:13]([Cl:15])[C:12]([O:16][CH3:17])=[CH:11][C:10]=1[NH:18][C:19]1[C:24]([C:25]#[N:26])=[CH:23][N:22]=[C:21]2[CH:27]=[C:28]([C:30]3[CH:34]=[C:33]([CH:35]=O)[S:32][CH:31]=3)[S:29][C:20]=12.C(O[BH-](OC(=O)C)OC(=O)C)(=O)C.[Na+], predict the reaction product. The product is: [Cl:8][C:9]1[CH:14]=[C:13]([Cl:15])[C:12]([O:16][CH3:17])=[CH:11][C:10]=1[NH:18][C:19]1[C:24]([C:25]#[N:26])=[CH:23][N:22]=[C:21]2[CH:27]=[C:28]([C:30]3[CH:34]=[C:33]([CH2:35][N:5]4[CH2:6][CH2:7][N:2]([CH3:1])[CH2:3][CH2:4]4)[S:32][CH:31]=3)[S:29][C:20]=12. (3) Given the reactants [BH4-].[Na+].[CH2:3]([O:10][C:11]1[CH:18]=[CH:17][C:16]([Br:19])=[CH:15][C:12]=1[CH:13]=[O:14])[C:4]1[CH:9]=[CH:8][CH:7]=[CH:6][CH:5]=1, predict the reaction product. The product is: [CH2:3]([O:10][C:11]1[CH:18]=[CH:17][C:16]([Br:19])=[CH:15][C:12]=1[CH2:13][OH:14])[C:4]1[CH:5]=[CH:6][CH:7]=[CH:8][CH:9]=1.